From a dataset of Full USPTO retrosynthesis dataset with 1.9M reactions from patents (1976-2016). Predict the reactants needed to synthesize the given product. (1) Given the product [C:52]([O:51][C:50]([NH:49][C:44]1[CH:45]=[CH:46][CH:47]=[CH:48][C:43]=1[C:2]1[N:3]([CH2:21][C:22]([O:24][C:25]([CH3:27])([CH3:26])[CH3:28])=[O:23])[C:4]2[C:9]([C:10]=1[CH:11]1[CH2:16][CH2:15][CH2:14][CH2:13][CH2:12]1)=[CH:8][CH:7]=[C:6]([C:17]([O:19][CH3:20])=[O:18])[CH:5]=2)=[O:56])([CH3:55])([CH3:53])[CH3:54], predict the reactants needed to synthesize it. The reactants are: Br[C:2]1[N:3]([CH2:21][C:22]([O:24][C:25]([CH3:28])([CH3:27])[CH3:26])=[O:23])[C:4]2[C:9]([C:10]=1[CH:11]1[CH2:16][CH2:15][CH2:14][CH2:13][CH2:12]1)=[CH:8][CH:7]=[C:6]([C:17]([O:19][CH3:20])=[O:18])[CH:5]=2.C([O-])([O-])=O.[Na+].[Na+].CC1(C)C(C)(C)OB([C:43]2[CH:48]=[CH:47][CH:46]=[CH:45][C:44]=2[NH:49][C:50](=[O:56])[O:51][C:52]([CH3:55])([CH3:54])[CH3:53])O1. (2) Given the product [CH3:1][O:2][C:3](=[O:25])[C:4]1[CH:9]=[CH:8][CH:7]=[CH:6][C:5]=1[NH:10][C:11]1[N:15]([C:16]2[C:21]([CH3:22])=[CH:20][CH:19]=[CH:18][C:17]=2[F:23])[N:14]=[C:13]([CH3:24])[C:12]=1[Br:26], predict the reactants needed to synthesize it. The reactants are: [CH3:1][O:2][C:3](=[O:25])[C:4]1[CH:9]=[CH:8][CH:7]=[CH:6][C:5]=1[NH:10][C:11]1[N:15]([C:16]2[C:21]([CH3:22])=[CH:20][CH:19]=[CH:18][C:17]=2[F:23])[N:14]=[C:13]([CH3:24])[CH:12]=1.[Br:26]N1C(C)(C)C(=O)N(Br)C1=O. (3) Given the product [CH3:24][N:22]([C:18]([O:17][N:8]1[N:9]=[N:10][C:11]2[CH:16]=[CH:15][CH:14]=[CH:13][C:12]1=2)=[N+:19]([CH3:20])[CH3:21])[CH3:23].[F:1][P-:2]([F:7])([F:6])([F:5])([F:4])[F:3], predict the reactants needed to synthesize it. The reactants are: [F:1][P-:2]([F:7])([F:6])([F:5])([F:4])[F:3].[N:8]1([O:17][C:18]([N:22]([CH3:24])[CH3:23])=[N+:19]([CH3:21])[CH3:20])[C:12]2[CH:13]=[CH:14][CH:15]=[CH:16][C:11]=2[N:10]=[N:9]1.